From a dataset of Full USPTO retrosynthesis dataset with 1.9M reactions from patents (1976-2016). Predict the reactants needed to synthesize the given product. (1) Given the product [Br:17][C:15]1[CH:16]=[C:11]([NH:8][C:6]2[CH:5]=[C:4]([CH3:9])[N:3]=[C:2]([CH3:1])[N:7]=2)[C:12](=[O:19])[N:13]([CH3:18])[CH:14]=1, predict the reactants needed to synthesize it. The reactants are: [CH3:1][C:2]1[N:7]=[C:6]([NH2:8])[CH:5]=[C:4]([CH3:9])[N:3]=1.Br[C:11]1[C:12](=[O:19])[N:13]([CH3:18])[CH:14]=[C:15]([Br:17])[CH:16]=1.CC1(C)C2C(=C(P(C3C=CC=CC=3)C3C=CC=CC=3)C=CC=2)OC2C(P(C3C=CC=CC=3)C3C=CC=CC=3)=CC=CC1=2.C(=O)([O-])[O-].[Cs+].[Cs+]. (2) Given the product [C:1]1([NH:7][C:8](=[O:28])[O:9][C@@H:10]([CH2:25][O:26][CH3:27])[CH2:11][N:12]([CH2:19][CH2:20][CH2:21][CH2:22][N:23]([S:37]([C:32]2[CH:33]=[CH:34][CH:35]=[CH:36][C:31]=2[C:29]#[N:30])(=[O:39])=[O:38])[CH3:24])[C:13]([NH:15][CH:16]([CH3:18])[CH3:17])=[O:14])[CH:6]=[CH:5][CH:4]=[CH:3][CH:2]=1, predict the reactants needed to synthesize it. The reactants are: [C:1]1([NH:7][C:8](=[O:28])[O:9][C@@H:10]([CH2:25][O:26][CH3:27])[CH2:11][N:12]([CH2:19][CH2:20][CH2:21][CH2:22][NH:23][CH3:24])[C:13]([NH:15][CH:16]([CH3:18])[CH3:17])=[O:14])[CH:6]=[CH:5][CH:4]=[CH:3][CH:2]=1.[C:29]([C:31]1[CH:36]=[CH:35][CH:34]=[CH:33][C:32]=1[S:37](Cl)(=[O:39])=[O:38])#[N:30].C(N(CC)CC)C.